The task is: Predict the reactants needed to synthesize the given product.. This data is from Full USPTO retrosynthesis dataset with 1.9M reactions from patents (1976-2016). (1) The reactants are: [NH2:1][C:2]1[CH:3]=[N:4][N:5]([CH3:22])[C:6]=1[N:7]1[CH2:12][CH2:11][CH2:10][C@H:9]([CH2:13][NH:14]C(=O)OC(C)(C)C)[CH2:8]1.[NH2:23][C:24]1[C:25]([C:31]([OH:33])=O)=[N:26][C:27](Br)=[CH:28][CH:29]=1.[F:34][C:35]1[CH:40]=[CH:39][CH:38]=[CH:37][C:36]=1B(O)O. Given the product [NH2:23][C:24]1[C:25]([C:31]([NH:1][C:2]2[CH:3]=[N:4][N:5]([CH3:22])[C:6]=2[N:7]2[CH2:12][CH2:11][CH2:10][C@@H:9]([CH2:13][NH2:14])[CH2:8]2)=[O:33])=[N:26][C:27]([C:36]2[CH:37]=[CH:38][CH:39]=[CH:40][C:35]=2[F:34])=[CH:28][CH:29]=1, predict the reactants needed to synthesize it. (2) Given the product [CH3:10][O:9][C:5]1[C:4]([O:11][CH2:15][CH2:14][O:13][CH3:12])=[C:3]([CH2:2][OH:1])[CH:8]=[CH:7][CH:6]=1, predict the reactants needed to synthesize it. The reactants are: [OH:1][CH2:2][C:3]1[CH:8]=[CH:7][CH:6]=[C:5]([O:9][CH3:10])[C:4]=1[OH:11].[CH3:12][O:13][CH2:14][CH2:15]Br. (3) The reactants are: [CH2:1]([O:8][C@H:9]1[C@H:14]([O:15][CH2:16][C:17]2[CH:22]=[CH:21][CH:20]=[CH:19][CH:18]=2)[C@@H:13]([O:23][CH2:24][C:25]2[CH:30]=[CH:29][CH:28]=[CH:27][CH:26]=2)[C@@:12]([C:33]2[CH:38]=[CH:37][C:36]([Cl:39])=[C:35]([CH2:40][C:41]3[CH:46]=[CH:45][C:44]([O:47][CH3:48])=[C:43]([F:49])[C:42]=3[F:50])[CH:34]=2)([O:31][CH3:32])[O:11][C@@H:10]1[CH:51]=[O:52])[C:2]1[CH:7]=[CH:6][CH:5]=[CH:4][CH:3]=1.N12CCCN=C1CCCCC2.C=O.[C:66](OCC)(=[O:68])C. Given the product [CH2:1]([O:8][C@H:9]1[C@H:14]([O:15][CH2:16][C:17]2[CH:22]=[CH:21][CH:20]=[CH:19][CH:18]=2)[C@@H:13]([O:23][CH2:24][C:25]2[CH:26]=[CH:27][CH:28]=[CH:29][CH:30]=2)[C@@:12]([C:33]2[CH:38]=[CH:37][C:36]([Cl:39])=[C:35]([CH2:40][C:41]3[CH:46]=[CH:45][C:44]([O:47][CH3:48])=[C:43]([F:49])[C:42]=3[F:50])[CH:34]=2)([O:31][CH3:32])[O:11][C@@:10]1([CH2:66][OH:68])[CH:51]=[O:52])[C:2]1[CH:3]=[CH:4][CH:5]=[CH:6][CH:7]=1, predict the reactants needed to synthesize it. (4) Given the product [Br:1][C:2]1[CH:3]=[CH:4][C:5]([C:8]([C:23]2[CH:24]=[CH:25][CH:26]=[CH:27][CH:28]=2)=[C:9]([C:10]2[CH:11]=[CH:12][CH:13]=[CH:14][CH:15]=2)[C:16]2[CH:21]=[CH:20][CH:19]=[CH:18][CH:17]=2)=[CH:6][CH:7]=1, predict the reactants needed to synthesize it. The reactants are: [Br:1][C:2]1[CH:7]=[CH:6][C:5]([C:8]([C:23]2[CH:28]=[CH:27][CH:26]=[CH:25][CH:24]=2)(O)[CH:9]([C:16]2[CH:21]=[CH:20][CH:19]=[CH:18][CH:17]=2)[C:10]2[CH:15]=[CH:14][CH:13]=[CH:12][CH:11]=2)=[CH:4][CH:3]=1.CC1C=CC(S(O)(=O)=O)=CC=1. (5) Given the product [CH3:1][C:2]([CH2:19][CH2:20][CH:21]=[C:22]([CH3:24])[CH3:23])=[CH:3][CH2:4][O:5][C:6](=[O:18])[CH:7]=[CH:8][C:9]1[C:10]([O:17][C:4](=[O:5])[CH3:3])=[CH:11][C:12]([O:16][C:14](=[O:15])[CH3:13])=[CH:13][C:14]=1[O:15][C:38](=[O:39])[CH3:37], predict the reactants needed to synthesize it. The reactants are: [CH3:1][C:2]([CH2:19][CH2:20][CH:21]=[C:22]([CH3:24])[CH3:23])=[CH:3][CH2:4][O:5][C:6](=[O:18])[CH:7]=[CH:8][C:9]1[C:14]([OH:15])=[CH:13][C:12]([OH:16])=[CH:11][C:10]=1[OH:17].S(Cl)(Cl)=O.CC(=CCC/C(=[CH:37]/[CH2:38][OH:39])/C)C.